Dataset: Full USPTO retrosynthesis dataset with 1.9M reactions from patents (1976-2016). Task: Predict the reactants needed to synthesize the given product. The reactants are: [C:1]([C:3]1[CH:4]=[CH:5][C:6]([O:30][CH3:31])=[C:7]([S:9]([N:12]([CH2:24][C:25]([O:27]CC)=[O:26])[CH2:13][CH2:14][C:15]2[CH:20]=[CH:19][C:18]([CH:21]([CH3:23])[CH3:22])=[CH:17][CH:16]=2)(=[O:11])=[O:10])[CH:8]=1)#[N:2].[OH-].[Na+].Cl. Given the product [C:1]([C:3]1[CH:4]=[CH:5][C:6]([O:30][CH3:31])=[C:7]([S:9]([N:12]([CH2:24][C:25]([OH:27])=[O:26])[CH2:13][CH2:14][C:15]2[CH:20]=[CH:19][C:18]([CH:21]([CH3:22])[CH3:23])=[CH:17][CH:16]=2)(=[O:11])=[O:10])[CH:8]=1)#[N:2], predict the reactants needed to synthesize it.